Dataset: Reaction yield outcomes from USPTO patents with 853,638 reactions. Task: Predict the reaction yield, written as a fraction of the theoretical maximum amount of product (1.0 means a 100% yield; for example, 0.34 means a 34% yield). The reactants are [N+:1]([C:4]1[CH:13]=[C:12]2[C:7]([CH2:8][CH2:9][CH2:10][C:11]2=[N:14]O)=[CH:6][CH:5]=1)([O-])=O. The catalyst is CO. The product is [CH:11]1([NH2:14])[C:12]2[C:7](=[CH:6][CH:5]=[C:4]([NH2:1])[CH:13]=2)[CH2:8][CH2:9][CH2:10]1. The yield is 0.960.